Dataset: Full USPTO retrosynthesis dataset with 1.9M reactions from patents (1976-2016). Task: Predict the reactants needed to synthesize the given product. (1) Given the product [CH2:1]([N:3]1[CH:7]=[C:6]([C:8]2[CH:13]=[CH:12][N:11]=[C:10]3[NH:14][CH:15]=[CH:16][C:9]=23)[C:5]([C:17]2[CH:23]=[CH:22][C:20]([NH:21][C:30]([CH:24]3[CH2:29][CH2:28][CH2:27][CH2:26][CH2:25]3)=[O:31])=[CH:19][CH:18]=2)=[N:4]1)[CH3:2], predict the reactants needed to synthesize it. The reactants are: [CH2:1]([N:3]1[CH:7]=[C:6]([C:8]2[CH:13]=[CH:12][N:11]=[C:10]3[NH:14][CH:15]=[CH:16][C:9]=23)[C:5]([C:17]2[CH:23]=[CH:22][C:20]([NH2:21])=[CH:19][CH:18]=2)=[N:4]1)[CH3:2].[CH:24]1([C:30](Cl)=[O:31])[CH2:29][CH2:28][CH2:27][CH2:26][CH2:25]1. (2) Given the product [Cl:1][C:2]1[CH:3]=[CH:4][C:5]2[N:11]3[C:12]([CH2:15][C:16]([CH3:18])([CH3:17])[CH3:19])=[N:13][N:14]=[C:10]3[C@@H:9]([CH2:20][CH2:21][N:22]3[NH:26][N:25]=[C:24]([CH2:27][C:28]([OH:30])=[O:29])[NH:23]3)[O:8][C@H:7]([C:33]3[CH:38]=[CH:37][CH:36]=[C:35]([O:39][CH3:40])[C:34]=3[O:41][CH3:42])[C:6]=2[CH:43]=1, predict the reactants needed to synthesize it. The reactants are: [Cl:1][C:2]1[CH:3]=[CH:4][C:5]2[N:11]3[C:12]([CH2:15][C:16]([CH3:19])([CH3:18])[CH3:17])=[N:13][N:14]=[C:10]3[C@@H:9]([CH2:20][CH2:21][N:22]3[NH:26][N:25]=[C:24]([CH2:27][C:28]([O:30]CC)=[O:29])[NH:23]3)[O:8][C@H:7]([C:33]3[CH:38]=[CH:37][CH:36]=[C:35]([O:39][CH3:40])[C:34]=3[O:41][CH3:42])[C:6]=2[CH:43]=1.C(=O)([O-])[O-].[K+].[K+]. (3) The reactants are: [F:1][C:2]1[CH:3]=[CH:4][C:5]([N+:10]([O-:12])=[O:11])=[C:6]([CH2:8][OH:9])[CH:7]=1.[Cr](O[Cr]([O-])(=O)=O)([O-])(=O)=O. Given the product [F:1][C:2]1[CH:3]=[CH:4][C:5]([N+:10]([O-:12])=[O:11])=[C:6]([CH:7]=1)[CH:8]=[O:9], predict the reactants needed to synthesize it.